The task is: Predict the product of the given reaction.. This data is from Forward reaction prediction with 1.9M reactions from USPTO patents (1976-2016). (1) Given the reactants C(N1C2C(=CC=C(N)C=2)N(C(OC(C)C)=O)C[C@@H]1C)(=O)C.[C:22]([NH:25][C:26]1[CH:27]=[C:28]2[C:33](=[CH:34][C:35]=1C1C=NN(C3CC3)C=1)[N:32]([C:44]([O:46][CH:47]([CH3:49])[CH3:48])=[O:45])[CH2:31][C@H:30]([CH3:50])[N:29]2[C:51](=[O:53])[CH3:52])(=[O:24])[CH3:23], predict the reaction product. The product is: [C:22]([NH:25][C:26]1[CH:27]=[C:28]2[C:33](=[CH:34][CH:35]=1)[N:32]([C:44]([O:46][CH:47]([CH3:48])[CH3:49])=[O:45])[CH2:31][C@H:30]([CH3:50])[N:29]2[C:51](=[O:53])[CH3:52])(=[O:24])[CH3:23]. (2) Given the reactants Cl.Cl.[NH:3]1[CH2:8][CH2:7][CH:6]([CH2:9][N:10]2[CH2:20][C:19]3[N:21]4[C:12](=[CH:13][N:14]=[C:15]4[CH:16]=[CH:17][CH:18]=3)[C:11]2=[O:22])[CH2:5][CH2:4]1.C(N(CC)CC)C.[F:30][C:31]([F:44])([F:43])[S:32](O[S:32]([C:31]([F:44])([F:43])[F:30])(=[O:34])=[O:33])(=[O:34])=[O:33], predict the reaction product. The product is: [F:30][C:31]([F:44])([F:43])[S:32]([N:3]1[CH2:8][CH2:7][CH:6]([CH2:9][N:10]2[CH2:20][C:19]3[N:21]4[C:12](=[CH:13][N:14]=[C:15]4[CH:16]=[CH:17][CH:18]=3)[C:11]2=[O:22])[CH2:5][CH2:4]1)(=[O:34])=[O:33].